Dataset: Reaction yield outcomes from USPTO patents with 853,638 reactions. Task: Predict the reaction yield, written as a fraction of the theoretical maximum amount of product (1.0 means a 100% yield; for example, 0.34 means a 34% yield). (1) The reactants are [C:1]([O:5][C:6]([NH:8][CH2:9][CH2:10][CH2:11][O:12][C:13]1[CH:21]=[C:20]([S:22][CH2:23][CH3:24])[CH:19]=[CH:18][C:14]=1[C:15]([OH:17])=O)=[O:7])([CH3:4])([CH3:3])[CH3:2].[NH2:25][C:26]1[C:27]([C:33]([NH:35][C:36]2[CH:41]=[CH:40][C:39]([Cl:42])=[CH:38][N:37]=2)=[O:34])=[N:28][C:29]([CH3:32])=[CH:30][CH:31]=1. No catalyst specified. The product is [C:1]([O:5][C:6]([NH:8][CH2:9][CH2:10][CH2:11][O:12][C:13]1[CH:21]=[C:20]([S:22][CH2:23][CH3:24])[CH:19]=[CH:18][C:14]=1[C:15]([NH:25][C:26]1[C:27]([C:33]([NH:35][C:36]2[CH:41]=[CH:40][C:39]([Cl:42])=[CH:38][N:37]=2)=[O:34])=[N:28][C:29]([CH3:32])=[CH:30][CH:31]=1)=[O:17])=[O:7])([CH3:2])([CH3:3])[CH3:4]. The yield is 0.670. (2) The reactants are [Cl:1][C:2]1[N:11]=[C:10]([NH:12][C:13]2[CH:18]=[CH:17][C:16]([F:19])=[C:15]([Cl:20])[CH:14]=2)[C:9]2[C:4](=[CH:5][CH:6]=[C:7](I)[CH:8]=2)[N:3]=1.[CH3:22][N:23]([CH2:25][C:26]#[CH:27])[CH3:24].CCN(CC)CC. The catalyst is CN(C=O)C.O.C(OCC)(=O)C.[Cu]I.Cl[Pd](Cl)([P](C1C=CC=CC=1)(C1C=CC=CC=1)C1C=CC=CC=1)[P](C1C=CC=CC=1)(C1C=CC=CC=1)C1C=CC=CC=1. The product is [Cl:1][C:2]1[N:11]=[C:10]([NH:12][C:13]2[CH:18]=[CH:17][C:16]([F:19])=[C:15]([Cl:20])[CH:14]=2)[C:9]2[C:4](=[CH:5][CH:6]=[C:7]([C:27]#[C:26][CH2:25][N:23]([CH3:24])[CH3:22])[CH:8]=2)[N:3]=1. The yield is 0.340. (3) The reactants are [CH3:1][C:2]1[N:7]=[CH:6][C:5]([CH2:8][C:9]2[C:10](=[O:17])[N:11]=[C:12](C)[N:13](S)[CH:14]=2)=[CH:4][N:3]=1.[NH2:18][CH2:19][CH2:20][C:21]1[CH:22]=[CH:23][C:24]([O:29][C:30]2[CH:35]=[CH:34][C:33]([Cl:36])=[C:32]([C:37]([F:40])([F:39])[F:38])[CH:31]=2)=[C:25]([CH:28]=1)[C:26]#[N:27]. No catalyst specified. The product is [Cl:36][C:33]1[CH:34]=[CH:35][C:30]([O:29][C:24]2[CH:23]=[CH:22][C:21]([CH2:20][CH2:19][NH:18][C:12]3[NH:13][CH:14]=[C:9]([CH2:8][C:5]4[CH:4]=[N:3][C:2]([CH3:1])=[N:7][CH:6]=4)[C:10](=[O:17])[N:11]=3)=[CH:28][C:25]=2[C:26]#[N:27])=[CH:31][C:32]=1[C:37]([F:38])([F:39])[F:40]. The yield is 0.297. (4) The catalyst is O. The yield is 0.990. The product is [C:12]([O:11][C:9]([N:18]1[C:19]2[CH:25]=[CH:26][CH:27]=[CH:28][C:20]=2[N:21]=[C:17]1[Cl:16])=[O:10])([CH3:13])([CH3:14])[CH3:15]. The reactants are [C:9](O[C:9]([O:11][C:12]([CH3:15])([CH3:14])[CH3:13])=[O:10])([O:11][C:12]([CH3:15])([CH3:14])[CH3:13])=[O:10].[Cl:16][C:17]1[NH:18][CH:19]=[CH:20][N:21]=1.[OH-].[Na+].O1[CH2:28][CH2:27][CH2:26][CH2:25]1. (5) The reactants are [CH2:1]([N:4]([CH2:17][CH2:18][CH3:19])[S:5]([C:8]1[CH:16]=[CH:15][C:11]([C:12]([OH:14])=O)=[CH:10][CH:9]=1)(=[O:7])=[O:6])[CH2:2][CH3:3].S(Cl)(Cl)=O.[NH2:24][C:25]1[S:26][C:27]2[C:33]([C:34]3[CH:39]=[CH:38][CH:37]=[CH:36][CH:35]=3)=[CH:32][CH:31]=[C:30]([O:40][CH3:41])[C:28]=2[N:29]=1.C(N(CC)CC)C. The catalyst is C1(C)C=CC=CC=1.CN(C1C=CN=CC=1)C. The product is [CH2:17]([N:4]([CH2:1][CH2:2][CH3:3])[S:5]([C:8]1[CH:9]=[CH:10][C:11]([C:12]([NH:24][C:25]2[S:26][C:27]3[C:33]([C:34]4[CH:39]=[CH:38][CH:37]=[CH:36][CH:35]=4)=[CH:32][CH:31]=[C:30]([O:40][CH3:41])[C:28]=3[N:29]=2)=[O:14])=[CH:15][CH:16]=1)(=[O:6])=[O:7])[CH2:18][CH3:19]. The yield is 0.920. (6) The reactants are Cl[C:2]1[CH:7]=[C:6]2[CH2:8][O:9][C:10]3[CH:39]=[C:38]4[C:13]([CH:14]=[CH:15][C:16]5[N:20]=[C:19]([C@@H:21]6[CH2:25][CH2:24][C@H:23]([CH3:26])[N:22]6[C:27](=[O:37])[C@@H:28]([NH:32][C:33](=[O:36])[O:34][CH3:35])[CH:29]([CH3:31])[CH3:30])[NH:18][C:17]=54)=[CH:12][C:11]=3[C:5]2=[CH:4][CH:3]=1.[B:40]1([B:40]2[O:44][C:43]([CH3:46])([CH3:45])[C:42]([CH3:48])([CH3:47])[O:41]2)[O:44][C:43]([CH3:46])([CH3:45])[C:42]([CH3:48])([CH3:47])[O:41]1.CC([O-])=O.[K+]. The catalyst is O1CCOCC1.C1C=CC(/C=C/C(/C=C/C2C=CC=CC=2)=O)=CC=1.C1C=CC(/C=C/C(/C=C/C2C=CC=CC=2)=O)=CC=1.C1C=CC(/C=C/C(/C=C/C2C=CC=CC=2)=O)=CC=1.[Pd].[Pd].CC(C1C=C(C(C)C)C(C2C=CC=CC=2P(C2CCCCC2)C2CCCCC2)=C(C(C)C)C=1)C. The product is [CH3:31][CH:29]([CH3:30])[C@H:28]([NH:32][C:33](=[O:36])[O:34][CH3:35])[C:27]([N:22]1[C@H:21]([C:19]2[NH:18][C:17]3[C:38]4[C:13]([CH:14]=[CH:15][C:16]=3[N:20]=2)=[CH:12][C:11]2[C:5]3[C:6]([CH2:8][O:9][C:10]=2[CH:39]=4)=[CH:7][C:2]([B:40]2[O:44][C:43]([CH3:46])([CH3:45])[C:42]([CH3:48])([CH3:47])[O:41]2)=[CH:3][CH:4]=3)[CH2:25][CH2:24][C@@H:23]1[CH3:26])=[O:37]. The yield is 0.720.